From a dataset of Reaction yield outcomes from USPTO patents with 853,638 reactions. Predict the reaction yield, written as a fraction of the theoretical maximum amount of product (1.0 means a 100% yield; for example, 0.34 means a 34% yield). (1) The reactants are [Br:1][C:2]1[CH:3]=[C:4]([N+:15]([O-:17])=[O:16])[C:5]([NH:8][CH:9]2[CH2:14][CH2:13][NH:12][CH2:11][CH2:10]2)=[N:6][CH:7]=1.Cl[C:19]1[N:24]=[CH:23][C:22]([CH2:25][CH3:26])=[CH:21][N:20]=1.C([O-])([O-])=O.[K+].[K+].O. The catalyst is CN(C=O)C. The product is [Br:1][C:2]1[CH:3]=[C:4]([N+:15]([O-:17])=[O:16])[C:5]([NH:8][CH:9]2[CH2:14][CH2:13][N:12]([C:19]3[N:24]=[CH:23][C:22]([CH2:25][CH3:26])=[CH:21][N:20]=3)[CH2:11][CH2:10]2)=[N:6][CH:7]=1. The yield is 0.580. (2) The reactants are CCN(C(C)C)C(C)C.[CH3:10][NH:11][C:12](=[O:22])[C:13]1[CH:14]=[C:15]([CH:19]=[CH:20][CH:21]=1)[C:16](O)=[O:17].CCN=C=NCCCN(C)C.C1C=CC2N(O)N=NC=2C=1.[NH2:44][CH2:45][C:46]([N:48]1[CH2:53][CH2:52][N:51]([C:54](=[O:65])[C:55]2[CH:60]=[CH:59][CH:58]=[CH:57][C:56]=2[C:61]([F:64])([F:63])[F:62])[CH2:50][CH2:49]1)=[O:47].Cl. The catalyst is CN(C=O)C.O. The product is [CH3:10][NH:11][C:12](=[O:22])[C:13]1[CH:21]=[CH:20][CH:19]=[C:15]([C:16]([NH:44][CH2:45][C:46](=[O:47])[N:48]2[CH2:49][CH2:50][N:51]([C:54](=[O:65])[C:55]3[CH:60]=[CH:59][CH:58]=[CH:57][C:56]=3[C:61]([F:64])([F:62])[F:63])[CH2:52][CH2:53]2)=[O:17])[CH:14]=1. The yield is 0.0918. (3) The reactants are N[C:2]1[CH:3]=[N:4][CH:5]=[C:6]([CH:11]=1)[C:7]([O:9][CH3:10])=[O:8].N([O-])=O.[Na+].C1C=CN=CC=1.[FH:22]. No catalyst specified. The product is [F:22][C:2]1[CH:3]=[N:4][CH:5]=[C:6]([CH:11]=1)[C:7]([O:9][CH3:10])=[O:8]. The yield is 0.560.